Dataset: Full USPTO retrosynthesis dataset with 1.9M reactions from patents (1976-2016). Task: Predict the reactants needed to synthesize the given product. (1) Given the product [CH2:1]([N:8]1[CH:13]([CH2:14][OH:15])[CH2:12][O:11][C:10]([CH3:23])([CH3:24])[C:9]1=[O:25])[C:2]1[CH:3]=[CH:4][CH:5]=[CH:6][CH:7]=1, predict the reactants needed to synthesize it. The reactants are: [CH2:1]([N:8]1[CH:13]([CH2:14][O:15][Si](C(C)(C)C)(C)C)[CH2:12][O:11][C:10]([CH3:24])([CH3:23])[C:9]1=[O:25])[C:2]1[CH:7]=[CH:6][CH:5]=[CH:4][CH:3]=1.[F-].C([N+](CCCC)(CCCC)CCCC)CCC. (2) The reactants are: [I:1][C:2]1[C:6]([CH3:7])=[CH:5][NH:4][N:3]=1.F[C:9]1[CH:14]=[CH:13][C:12]([C:15]([F:18])([F:17])[F:16])=[CH:11][CH:10]=1.C(=O)([O-])[O-].[K+].[K+].CN(C)C=O. Given the product [I:1][C:2]1[C:6]([CH3:7])=[CH:5][N:4]([C:9]2[CH:14]=[CH:13][C:12]([C:15]([F:18])([F:17])[F:16])=[CH:11][CH:10]=2)[N:3]=1, predict the reactants needed to synthesize it. (3) Given the product [CH2:6]([C:7]1[N:12]=[C:11]([O:13][C:14]2[CH:15]=[C:16]([CH:20]=[C:21]3[CH2:26][CH2:25][CH:24]([NH2:27])[CH2:23][CH2:22]3)[CH:17]=[CH:18][CH:19]=2)[CH:10]=[CH:9][C:8]=1[C:28]([F:31])([F:29])[F:30])[CH3:1], predict the reactants needed to synthesize it. The reactants are: [CH2:1](B(O)O)C.[CH3:6][C:7]1[N:12]=[C:11]([O:13][C:14]2[CH:15]=[C:16]([CH:20]=[C:21]3[CH2:26][CH2:25][CH:24]([NH2:27])[CH2:23][CH2:22]3)[CH:17]=[CH:18][CH:19]=2)[CH:10]=[CH:9][C:8]=1[C:28]([F:31])([F:30])[F:29]. (4) The reactants are: [CH3:1][C:2]1([C:8]2[CH:13]=[CH:12][CH:11]=[CH:10][CH:9]=2)[C:5](=[O:6])[CH2:4][C:3]1=[O:7].[S:14]1[C:18]([CH:19]([C:21]2[CH:26]=[CH:25][CH:24]=[CH:23][CH:22]=2)O)=[CH:17][C:16]2[CH:27]=[CH:28][CH:29]=[CH:30][C:15]1=2. Given the product [S:14]1[C:18]([CH:19]([C:21]2[CH:26]=[CH:25][CH:24]=[CH:23][CH:22]=2)[C:4]2[C:3](=[O:7])[C:2]([CH3:1])([C:8]3[CH:13]=[CH:12][CH:11]=[CH:10][CH:9]=3)[C:5]=2[OH:6])=[CH:17][C:16]2[CH:27]=[CH:28][CH:29]=[CH:30][C:15]1=2, predict the reactants needed to synthesize it. (5) Given the product [C:1]([O:5][C:6]([N:8]1[CH2:13][CH2:12][N:11]([CH:14]([C:15]2[CH:20]=[CH:19][CH:18]=[CH:17][C:16]=2[Cl:21])[CH2:22][NH2:23])[CH2:10][CH2:9]1)=[O:7])([CH3:4])([CH3:2])[CH3:3], predict the reactants needed to synthesize it. The reactants are: [C:1]([O:5][C:6]([N:8]1[CH2:13][CH2:12][N:11]([CH:14]([C:22](=O)[NH2:23])[C:15]2[CH:20]=[CH:19][CH:18]=[CH:17][C:16]=2[Cl:21])[CH2:10][CH2:9]1)=[O:7])([CH3:4])([CH3:3])[CH3:2].CO. (6) Given the product [NH2:1][C:2]1[C:7]([C:8]#[N:9])=[C:6]([C:10]2[CH:11]=[CH:12][C:13]([O:16][CH2:17][C@@H:18]([OH:20])[CH3:19])=[CH:14][CH:15]=2)[C:5]([C:28]#[N:29])=[C:4]([S:30][CH2:31][C:32]2[N:33]=[C:34]([C:38]3[CH:39]=[CH:40][C:41]([F:44])=[CH:42][CH:43]=3)[O:35][C:36]=2[CH3:37])[N:3]=1, predict the reactants needed to synthesize it. The reactants are: [NH2:1][C:2]1[C:7]([C:8]#[N:9])=[C:6]([C:10]2[CH:15]=[CH:14][C:13]([O:16][CH2:17][C@@H:18]([O:20][Si](C(C)(C)C)(C)C)[CH3:19])=[CH:12][CH:11]=2)[C:5]([C:28]#[N:29])=[C:4]([S:30][CH2:31][C:32]2[N:33]=[C:34]([C:38]3[CH:43]=[CH:42][C:41]([F:44])=[CH:40][CH:39]=3)[O:35][C:36]=2[CH3:37])[N:3]=1.Cl.